This data is from Catalyst prediction with 721,799 reactions and 888 catalyst types from USPTO. The task is: Predict which catalyst facilitates the given reaction. Reactant: [C:1]([O:5][C:6]([N:8]([C:16]1[CH:21]=[N:20][CH:19]=[CH:18][N:17]=1)C(OC(C)(C)C)=O)=[O:7])([CH3:4])([CH3:3])[CH3:2].[OH-].[Na+].O.C(=O)=O. Product: [C:1]([O:5][C:6]([NH:8][C:16]1[CH:21]=[N:20][CH:19]=[CH:18][N:17]=1)=[O:7])([CH3:4])([CH3:2])[CH3:3]. The catalyst class is: 5.